Dataset: Peptide-MHC class II binding affinity with 134,281 pairs from IEDB. Task: Regression. Given a peptide amino acid sequence and an MHC pseudo amino acid sequence, predict their binding affinity value. This is MHC class II binding data. (1) The peptide sequence is AVATAGTTVYGAFAA. The MHC is HLA-DQA10102-DQB10602 with pseudo-sequence HLA-DQA10102-DQB10602. The binding affinity (normalized) is 0.816. (2) The peptide sequence is DDQITLFDRRLSDLV. The MHC is DRB1_0101 with pseudo-sequence DRB1_0101. The binding affinity (normalized) is 0.217. (3) The peptide sequence is YDKFLANVATVLTGK. The MHC is DRB1_0401 with pseudo-sequence DRB1_0401. The binding affinity (normalized) is 0.399. (4) The peptide sequence is DKNEAILQFGDILGL. The MHC is DRB1_0101 with pseudo-sequence DRB1_0101. The binding affinity (normalized) is 0.476. (5) The peptide sequence is MAVYTLITAAIIHRE. The MHC is DRB1_0401 with pseudo-sequence DRB1_0401. The binding affinity (normalized) is 0.665.